Regression. Given a peptide amino acid sequence and an MHC pseudo amino acid sequence, predict their binding affinity value. This is MHC class I binding data. From a dataset of Peptide-MHC class I binding affinity with 185,985 pairs from IEDB/IMGT. (1) The binding affinity (normalized) is 0.116. The MHC is H-2-Kb with pseudo-sequence H-2-Kb. The peptide sequence is LLLTLGIPGL. (2) The peptide sequence is GTHGLVSFL. The MHC is Patr-B0101 with pseudo-sequence Patr-B0101. The binding affinity (normalized) is 0.303. (3) The peptide sequence is THFQRKRRV. The MHC is HLA-B18:01 with pseudo-sequence HLA-B18:01. The binding affinity (normalized) is 0.0847.